Dataset: Full USPTO retrosynthesis dataset with 1.9M reactions from patents (1976-2016). Task: Predict the reactants needed to synthesize the given product. Given the product [CH2:13]([C:17]1[N:21]([CH2:22][C:23]2[CH:28]=[CH:27][C:26]([C:29]3[CH:34]=[CH:33][CH:32]=[CH:31][C:30]=3[C:35]3[NH:3][C:4](=[O:7])[O:5][N:36]=3)=[CH:25][CH:24]=2)[C:20](=[O:37])[N:19]([CH2:38][C:39](=[O:44])[C:40]([CH3:43])([CH3:42])[CH3:41])[N:18]=1)[CH2:14][CH2:15][CH3:16], predict the reactants needed to synthesize it. The reactants are: [Cl-].O[NH3+:3].[C:4](=[O:7])([O-])[OH:5].[Na+].CS(C)=O.[CH2:13]([C:17]1[N:21]([CH2:22][C:23]2[CH:28]=[CH:27][C:26]([C:29]3[C:30]([C:35]#[N:36])=[CH:31][CH:32]=[CH:33][CH:34]=3)=[CH:25][CH:24]=2)[C:20](=[O:37])[N:19]([CH2:38][C:39](=[O:44])[C:40]([CH3:43])([CH3:42])[CH3:41])[N:18]=1)[CH2:14][CH2:15][CH3:16].